This data is from Full USPTO retrosynthesis dataset with 1.9M reactions from patents (1976-2016). The task is: Predict the reactants needed to synthesize the given product. (1) Given the product [OH:8][N:9]1[C:14]2[N:15]=[CH:16][N:17]=[C:18]([CH3:19])[C:13]=2[C:12]([NH:20][CH2:21][CH2:22][CH2:23][C:24]2[CH:25]=[N:26][CH:27]=[CH:28][CH:29]=2)=[CH:11][C:10]1=[O:30], predict the reactants needed to synthesize it. The reactants are: C([O:8][N:9]1[C:14]2[N:15]=[CH:16][N:17]=[C:18]([CH3:19])[C:13]=2[C:12]([NH:20][CH2:21][CH2:22][CH2:23][C:24]2[CH:25]=[N:26][CH:27]=[CH:28][CH:29]=2)=[CH:11][C:10]1=[O:30])C1C=CC=CC=1.[H][H]. (2) Given the product [F:1][C:2]1[C:58]([F:59])=[C:57]([O:60][CH3:61])[CH:56]=[CH:55][C:3]=1[CH2:4][C:5]1[C:6]([O:14][C@:15]2([O:45][C@H:44]([CH2:46][OH:47])[C@@H:35]([OH:36])[C@H:26]([OH:27])[C@H:17]2[OH:18])[OH:16])=[N:7][N:8]([CH:11]([CH3:13])[CH3:12])[C:9]=1[CH3:10], predict the reactants needed to synthesize it. The reactants are: [F:1][C:2]1[C:58]([F:59])=[C:57]([O:60][CH3:61])[CH:56]=[CH:55][C:3]=1[CH2:4][C:5]1[C:6]([O:14][C@:15]2([O:45][C@H:44]([CH2:46][O:47]CC3C=CC=CC=3)[C@@H:35]([O:36]CC3C=CC=CC=3)[C@H:26]([O:27]CC3C=CC=CC=3)[C@H:17]2[O:18]CC2C=CC=CC=2)[OH:16])=[N:7][N:8]([CH:11]([CH3:13])[CH3:12])[C:9]=1[CH3:10]. (3) Given the product [OH:39][C@H:38]([C:40]1[N:36]([C:2]2[N:10]=[C:9]3[C:5]([N:6]=[C:7]([CH2:12][N:13]4[CH2:18][CH2:17][CH:16]([C:19]([OH:22])([CH3:20])[CH3:21])[CH2:15][CH2:14]4)[N:8]3[CH3:11])=[C:4]([N:23]3[CH2:28][CH2:27][O:26][CH2:25][CH2:24]3)[N:3]=2)[C:29]2[CH:34]=[CH:33][CH:32]=[CH:31][C:30]=2[N:35]=1)[CH3:37], predict the reactants needed to synthesize it. The reactants are: Cl[C:2]1[N:10]=[C:9]2[C:5]([N:6]=[C:7]([CH2:12][N:13]3[CH2:18][CH2:17][CH:16]([C:19]([OH:22])([CH3:21])[CH3:20])[CH2:15][CH2:14]3)[N:8]2[CH3:11])=[C:4]([N:23]2[CH2:28][CH2:27][O:26][CH2:25][CH2:24]2)[N:3]=1.[C:29]1([NH2:36])[C:30]([NH2:35])=[CH:31][CH:32]=[CH:33][CH:34]=1.[C:37](O)(=O)[CH:38]([CH3:40])[OH:39]. (4) Given the product [N:20]1([C:17]2[N:16]=[CH:15][C:14]([C:11]3[CH:10]=[N:9][NH:8][C:12]=3[NH2:13])=[CH:19][CH:18]=2)[CH2:25][CH2:24][CH2:23][CH2:22][CH2:21]1, predict the reactants needed to synthesize it. The reactants are: COC1C=CC(C[N:8]2[C:12]([NH2:13])=[C:11]([C:14]3[CH:15]=[N:16][C:17]([N:20]4[CH2:25][CH2:24][CH2:23][CH2:22][CH2:21]4)=[CH:18][CH:19]=3)[CH:10]=[N:9]2)=CC=1.C(O)(C(F)(F)F)=O.O(S(C(F)(F)F)(=O)=O)S(C(F)(F)F)(=O)=O. (5) Given the product [NH2:1][C:2]1[CH:7]=[C:6]([OH:8])[C:5]([O:10][CH3:11])=[CH:4][C:3]=1[C:12]([C:14]1[CH:19]=[CH:18][C:17]([CH:20]([CH3:22])[CH3:21])=[CH:16][CH:15]=1)=[O:13], predict the reactants needed to synthesize it. The reactants are: [NH2:1][C:2]1[CH:7]=[C:6]([O:8]C)[C:5]([O:10][CH3:11])=[CH:4][C:3]=1[C:12]([C:14]1[CH:19]=[CH:18][C:17]([CH:20]([CH3:22])[CH3:21])=[CH:16][CH:15]=1)=[O:13].C([S-])C.[Na+].CN(C=O)C.C(=O)(O)[O-]. (6) Given the product [CH3:1][O:2][CH2:3][CH2:4][O:5][C:6]1[CH:7]=[C:8]([CH2:9][OH:10])[CH:13]=[CH:14][C:15]=1[O:16][CH2:17][CH2:18][O:19][CH3:20], predict the reactants needed to synthesize it. The reactants are: [CH3:1][O:2][CH2:3][CH2:4][O:5][C:6]1[CH:7]=[C:8]([CH:13]=[CH:14][C:15]=1[O:16][CH2:17][CH2:18][O:19][CH3:20])[C:9](OC)=[O:10].[H-].[Al+3].[Li+].[H-].[H-].[H-].O1CCCC1. (7) Given the product [NH2:34][CH:30]([CH:31]([CH3:33])[CH3:32])[C:29]([N:19]1[C:20]2[C:25](=[CH:24][CH:23]=[CH:22][CH:21]=2)[C:26]([CH3:28])([CH3:27])[C@H:18]1[C:16]([NH:15][C:9]1[C:10]([F:14])=[CH:11][CH:12]=[CH:13][C:8]=1[F:7])=[O:17])=[O:52], predict the reactants needed to synthesize it. The reactants are: N1CCCCC1.[F:7][C:8]1[CH:13]=[CH:12][CH:11]=[C:10]([F:14])[C:9]=1[NH:15][C:16]([CH:18]1[C:26]([CH3:28])([CH3:27])[C:25]2[C:20](=[CH:21][CH:22]=[CH:23][CH:24]=2)[N:19]1[C:29](=[O:52])[C@@H:30]([NH:34]C(=O)OCC1C2C=CC=CC=2C2C1=CC=CC=2)[CH:31]([CH3:33])[CH3:32])=[O:17].